Dataset: Full USPTO retrosynthesis dataset with 1.9M reactions from patents (1976-2016). Task: Predict the reactants needed to synthesize the given product. (1) Given the product [F:46][C:47]1[CH:48]=[C:49]([CH:91]=[CH:92][CH:93]=1)[CH2:50][N:51]1[CH:55]=[C:54]([C:56]2[C:64]3[C:59](=[N:60][CH:61]=[C:62]([C:65]4[CH:66]=[CH:67][C:68]([N:71]5[CH2:72][CH2:73][N:74]([CH2:77][C@H:78]([OH:80])[CH3:79])[CH2:75][CH2:76]5)=[CH:69][CH:70]=4)[CH:63]=3)[NH:58][CH:57]=2)[CH:53]=[N:52]1, predict the reactants needed to synthesize it. The reactants are: Cl.FC1C=C(C=CC=1)CN1C=C(C2C3C(=NC=C(C4C=CC(C5CCNCC5)=CC=4)C=3)N(S(C3C=CC(C)=CC=3)(=O)=O)C=2)C=N1.[F:46][C:47]1[CH:48]=[C:49]([CH:91]=[CH:92][CH:93]=1)[CH2:50][N:51]1[CH:55]=[C:54]([C:56]2[C:64]3[C:59](=[N:60][CH:61]=[C:62]([C:65]4[CH:70]=[CH:69][C:68]([N:71]5[CH2:76][CH2:75][N:74]([CH2:77][C@H:78]([OH:80])[CH3:79])[CH2:73][CH2:72]5)=[CH:67][CH:66]=4)[CH:63]=3)[N:58](S(C3C=CC(C)=CC=3)(=O)=O)[CH:57]=2)[CH:53]=[N:52]1.[OH-].[Li+]. (2) The reactants are: [N:1]1[CH:6]=[CH:5][CH:4]=[CH:3][C:2]=1[CH2:7][NH2:8].C(N(CC)CC)C.CN(C(ON1N=NC2C=CC=NC1=2)=[N+](C)C)C.F[P-](F)(F)(F)(F)F.[CH:40]12[CH2:45][CH:44]1[CH2:43][N:42]([C:46]1[N:51]=[C:50]([NH:52][CH2:53][C:54]3[CH:59]=[CH:58][C:57]([O:60][CH3:61])=[C:56]([Cl:62])[CH:55]=3)[C:49]([C:63](O)=[O:64])=[CH:48][N:47]=1)[CH2:41]2. Given the product [CH:44]12[CH2:45][CH:40]1[CH2:41][N:42]([C:46]1[N:51]=[C:50]([NH:52][CH2:53][C:54]3[CH:59]=[CH:58][C:57]([O:60][CH3:61])=[C:56]([Cl:62])[CH:55]=3)[C:49]([C:63]([NH:8][CH2:7][C:2]3[CH:3]=[CH:4][CH:5]=[CH:6][N:1]=3)=[O:64])=[CH:48][N:47]=1)[CH2:43]2, predict the reactants needed to synthesize it. (3) Given the product [Br:1][C:2]1[CH:7]=[CH:6][C:5]([CH2:8][CH2:9][CH2:10][C:11]2[N:15]([C:16]3[CH:21]=[CH:20][CH:19]=[CH:18][C:17]=3[F:22])[C:14](=[O:23])[N:13]([C:24]3[CH:25]=[CH:26][C:27]([C:30]([F:33])([F:31])[F:32])=[CH:28][C:29]=3[Cl:48])[N:12]=2)=[CH:4][CH:3]=1, predict the reactants needed to synthesize it. The reactants are: [Br:1][C:2]1[CH:7]=[CH:6][C:5]([CH2:8][CH2:9][CH2:10][C:11]2[N:15]([C:16]3[CH:21]=[CH:20][CH:19]=[CH:18][C:17]=3[F:22])[C:14](=[O:23])[N:13]([C:24]3[CH:29]=[CH:28][C:27]([C:30]([F:33])([F:32])[F:31])=[CH:26][CH:25]=3)[N:12]=2)=[CH:4][CH:3]=1.C(=O)([O-])[O-].[K+].[K+].N1CCC[C@H]1C(O)=O.[Cl:48]C1C=C(C(F)(F)F)C=CC=1I. (4) Given the product [F:16][C:17]([F:28])([F:29])[C:18]1[CH:27]=[CH:26][C:21]([CH2:22][NH:23][C:24]([NH:13][C:10]2[CH:9]=[CH:8][CH:7]=[C:6]3[C:11]=2[CH:12]=[C:3]([C:2]([F:1])([F:14])[F:15])[N:4]=[CH:5]3)=[O:25])=[CH:20][CH:19]=1, predict the reactants needed to synthesize it. The reactants are: [F:1][C:2]([F:15])([F:14])[C:3]1[N:4]=[CH:5][C:6]2[CH:7]=[CH:8][CH:9]=[C:10]([NH2:13])[C:11]=2[CH:12]=1.[F:16][C:17]([F:29])([F:28])[C:18]1[CH:27]=[CH:26][C:21]([CH2:22][N:23]=[C:24]=[O:25])=[CH:20][CH:19]=1. (5) The reactants are: [CH3:1][C:2]1[C:10]2[C:9]([C:11]([OH:13])=O)=[CH:8][C:7]([CH3:14])=[N:6][C:5]=2[N:4]([C:15]2[CH:20]=[CH:19][CH:18]=[CH:17][CH:16]=2)[N:3]=1.[NH2:21][C:22]1[C:23]([O:29][CH3:30])=[N:24][CH:25]=[CH:26][C:27]=1[CH3:28].CCN(C(C)C)C(C)C.CN(C(ON1N=NC2C=CC=NC1=2)=[N+](C)C)C.F[P-](F)(F)(F)(F)F. Given the product [CH3:30][O:29][C:23]1[C:22]([NH:21][C:11]([C:9]2[C:10]3[C:2]([CH3:1])=[N:3][N:4]([C:15]4[CH:16]=[CH:17][CH:18]=[CH:19][CH:20]=4)[C:5]=3[N:6]=[C:7]([CH3:14])[CH:8]=2)=[O:13])=[C:27]([CH3:28])[CH:26]=[CH:25][N:24]=1, predict the reactants needed to synthesize it. (6) Given the product [NH2:18][CH:4]([CH:5]([C:12]1[CH:17]=[CH:16][CH:15]=[CH:14][CH:13]=1)[C:6]1[CH:11]=[CH:10][CH:9]=[CH:8][CH:7]=1)[C:3]([OH:26])=[O:2], predict the reactants needed to synthesize it. The reactants are: C[O:2][C:3](=[O:26])[CH:4]([NH:18]C(OC(C)(C)C)=O)[CH:5]([C:12]1[CH:17]=[CH:16][CH:15]=[CH:14][CH:13]=1)[C:6]1[CH:11]=[CH:10][CH:9]=[CH:8][CH:7]=1.Cl. (7) Given the product [CH3:1][N:2]1[C:10]2[C:5](=[CH:6][CH:7]=[CH:8][CH:9]=2)[C:4]([C:11]2[C:12]([NH:14][C:22](=[O:23])[C:21]=2[C:15]2[CH:20]=[CH:19][CH:18]=[CH:17][CH:16]=2)=[O:13])=[CH:3]1, predict the reactants needed to synthesize it. The reactants are: [CH3:1][N:2]1[C:10]2[C:5](=[CH:6][CH:7]=[CH:8][CH:9]=2)[C:4]([CH2:11][C:12]([NH2:14])=[O:13])=[CH:3]1.[C:15]1([C:21](=O)[C:22](OCC)=[O:23])[CH:20]=[CH:19][CH:18]=[CH:17][CH:16]=1.CC(C)([O-])C.[K+].O. (8) Given the product [O:1]1[C:6]2[CH:7]=[CH:8][C:9]([C:11]3[N:16]4[N:17]=[C:18]([NH:20][C:21](=[O:24])[CH2:22][CH2:23][N:26]5[CH:27]=[CH:28][N:29]=[CH:31]5)[N:19]=[C:15]4[CH:14]=[CH:13][CH:12]=3)=[CH:10][C:5]=2[O:4][CH2:3][CH2:2]1, predict the reactants needed to synthesize it. The reactants are: [O:1]1[C:6]2[CH:7]=[CH:8][C:9]([C:11]3[N:16]4[N:17]=[C:18]([NH:20][C:21](=[O:24])[CH:22]=[CH2:23])[N:19]=[C:15]4[CH:14]=[CH:13][CH:12]=3)=[CH:10][C:5]=2[O:4][CH2:3][CH2:2]1.C[N:26]1[CH2:31]C[NH:29][CH2:28][CH2:27]1. (9) Given the product [Cl:8][C:7]1[C:2]2[N:1]=[N:35][N:13]([C@H:14]3[C@@H:18]4[O:19][C:20]([CH3:22])([CH3:23])[O:21][C@@H:17]4[C@@H:16]([O:24][CH2:25][C:26]([OH:28])=[O:27])[CH2:15]3)[C:3]=2[N:4]=[C:5]([S:9][CH2:10][CH2:11][CH3:12])[N:6]=1, predict the reactants needed to synthesize it. The reactants are: [NH2:1][C:2]1[C:3]([NH:13][C@H:14]2[C@@H:18]3[O:19][C:20]([CH3:23])([CH3:22])[O:21][C@@H:17]3[C@@H:16]([O:24][CH2:25][C:26]([OH:28])=[O:27])[CH2:15]2)=[N:4][C:5]([S:9][CH2:10][CH2:11][CH3:12])=[N:6][C:7]=1[Cl:8].C(O[N:35]=O)CC(C)C. (10) Given the product [NH2:32][CH2:31][CH:30]([C:24]1[NH:25][C:26]2[C:22]([CH:23]=1)=[C:21]([Cl:20])[CH:29]=[CH:28][N:27]=2)[O:43][CH:44]1[CH2:49][CH2:48][CH2:47][CH2:46][O:45]1, predict the reactants needed to synthesize it. The reactants are: NCC(C1NC2C(C=1)=CC=CN=2)OC1CCCCO1.[Cl:20][C:21]1[CH:29]=[CH:28][N:27]=[C:26]2[C:22]=1[CH:23]=[C:24]([CH:30]([O:43][CH:44]1[CH2:49][CH2:48][CH2:47][CH2:46][O:45]1)[CH2:31][N:32]1C(=O)C3=CC=CC=C3C1=O)[NH:25]2.NN.O.